This data is from Full USPTO retrosynthesis dataset with 1.9M reactions from patents (1976-2016). The task is: Predict the reactants needed to synthesize the given product. (1) Given the product [Cl:5][C:6]1[CH:14]=[C:13]([OH:15])[C:12]([N+:16]([O-:18])=[O:17])=[CH:11][C:7]=1[C:8]([O:10][CH3:1])=[O:9], predict the reactants needed to synthesize it. The reactants are: [C:1](Cl)(=O)C.[Cl:5][C:6]1[CH:14]=[C:13]([OH:15])[C:12]([N+:16]([O-:18])=[O:17])=[CH:11][C:7]=1[C:8]([OH:10])=[O:9]. (2) The reactants are: [Br:1][C:2]1[CH:3]=[C:4]([C:10]2[CH:19]=[CH:18][C:17]([C:20]([F:23])([F:22])[F:21])=[CH:16][C:11]=2[CH2:12][NH:13][CH2:14][CH3:15])[C:5]([O:8][CH3:9])=[N:6][CH:7]=1.[CH:24]1([C:27]([OH:29])=O)[CH2:26][CH2:25]1. Given the product [Br:1][C:2]1[CH:3]=[C:4]([C:10]2[CH:19]=[CH:18][C:17]([C:20]([F:23])([F:21])[F:22])=[CH:16][C:11]=2[CH2:12][N:13]([CH2:14][CH3:15])[C:27]([CH:24]2[CH2:26][CH2:25]2)=[O:29])[C:5]([O:8][CH3:9])=[N:6][CH:7]=1, predict the reactants needed to synthesize it. (3) Given the product [Cl:7][C:6]1[C:5](=[O:8])[N:4]([C:9]2[CH:14]=[CH:13][C:12]([Cl:15])=[C:11]([F:16])[CH:10]=2)[C:3](=[O:17])[C:2]=1[N:18]1[CH2:23][CH2:22][O:21][CH2:20][CH2:19]1, predict the reactants needed to synthesize it. The reactants are: Cl[C:2]1[C:3](=[O:17])[N:4]([C:9]2[CH:14]=[CH:13][C:12]([Cl:15])=[C:11]([F:16])[CH:10]=2)[C:5](=[O:8])[C:6]=1[Cl:7].[NH:18]1[CH2:23][CH2:22][O:21][CH2:20][CH2:19]1. (4) Given the product [CH:36]1([C:39]([N:4]2[CH2:5][CH2:6][CH2:7][N:1]([C:8]3[N:13]=[C:12]([C:14]4[CH:15]=[C:16]([CH:25]=[CH:26][C:27]=4[F:28])/[CH:17]=[C:18]4/[C:19](=[O:24])[NH:20][C:21](=[O:23])[S:22]/4)[CH:11]=[N:10][CH:9]=3)[CH2:2][CH2:3]2)=[O:40])[CH2:38][CH2:37]1, predict the reactants needed to synthesize it. The reactants are: [N:1]1([C:8]2[N:13]=[C:12]([C:14]3[CH:15]=[C:16]([CH:25]=[CH:26][C:27]=3[F:28])/[CH:17]=[C:18]3/[C:19](=[O:24])[NH:20][C:21](=[O:23])[S:22]/3)[CH:11]=[N:10][CH:9]=2)[CH2:7][CH2:6][CH2:5][NH:4][CH2:3][CH2:2]1.CCN(CC)CC.[CH:36]1([C:39](Cl)=[O:40])[CH2:38][CH2:37]1. (5) Given the product [F:1][C:2]([F:24])([F:23])[C:3]([OH:13])([CH2:14][OH:15])[CH2:4][OH:5], predict the reactants needed to synthesize it. The reactants are: [F:1][C:2]([F:24])([F:23])[C:3]([CH2:14][O:15]CC1C=CC=CC=1)([OH:13])[CH2:4][O:5]CC1C=CC=CC=1.CC1C=C2N=C3C(=NC(NC3=O)=O)N(C[C@H](O)[C@H](O)[C@H](O)CO)C2=CC=1C.[H][H]. (6) Given the product [Cl:6][C:7]1[CH:12]=[C:11]([N+:13]([O-:15])=[O:14])[CH:10]=[C:9]([Cl:16])[C:8]=1[CH:2]([CH3:5])[C:3]#[N:4], predict the reactants needed to synthesize it. The reactants are: Cl[CH:2]([CH3:5])[C:3]#[N:4].[Cl:6][C:7]1[CH:12]=[C:11]([N+:13]([O-:15])=[O:14])[CH:10]=[C:9]([Cl:16])[CH:8]=1.[OH-].[Na+].Cl. (7) The reactants are: [Cl:1][C:2]([Cl:14])([Cl:13])[CH2:3][O:4][C:5]([N:7]1[CH2:12][CH2:11][NH:10][CH2:9][CH2:8]1)=[O:6].[C:15]([C:19]1[CH:20]=[C:21]([NH:42][S:43]([CH3:46])(=[O:45])=[O:44])[C:22]([O:40][CH3:41])=[C:23]([NH:25][C:26]([C:28]2[N:29]([CH3:39])[C:30]3[C:35]([CH:36]=2)=[CH:34][CH:33]=[CH:32][C:31]=3[CH:37]=O)=[O:27])[CH:24]=1)([CH3:18])([CH3:17])[CH3:16]. Given the product [Cl:14][C:2]([Cl:1])([Cl:13])[CH2:3][O:4][C:5]([N:7]1[CH2:12][CH2:11][N:10]([CH2:37][C:31]2[CH:32]=[CH:33][CH:34]=[C:35]3[C:30]=2[N:29]([CH3:39])[C:28]([C:26](=[O:27])[NH:25][C:23]2[CH:24]=[C:19]([C:15]([CH3:18])([CH3:16])[CH3:17])[CH:20]=[C:21]([NH:42][S:43]([CH3:46])(=[O:45])=[O:44])[C:22]=2[O:40][CH3:41])=[CH:36]3)[CH2:9][CH2:8]1)=[O:6], predict the reactants needed to synthesize it. (8) Given the product [F:17][C:16]([F:19])([F:18])[O:15][C:12]1[CH:13]=[CH:14][C:9]([CH:7]([Cl:41])[C:1]2[CH:6]=[CH:5][CH:4]=[CH:3][CH:2]=2)=[CH:10][CH:11]=1, predict the reactants needed to synthesize it. The reactants are: [C:1]1([CH:7]([C:9]2[CH:14]=[CH:13][C:12]([O:15][C:16]([F:19])([F:18])[F:17])=[CH:11][CH:10]=2)O)[CH:6]=[CH:5][CH:4]=[CH:3][CH:2]=1.C1(C(C2C=CC(OC(F)(F)F)=CC=2)=O)C=CC=CC=1.S(Cl)([Cl:41])=O. (9) The reactants are: [F:1][C:2]([F:23])([F:22])[C:3]1[CH:4]=[C:5]([CH2:20]O)[CH:6]=[CH:7][C:8]=1[O:9][C:10]1[CH:15]=[CH:14][CH:13]=[C:12]([C:16]([F:19])([F:18])[F:17])[CH:11]=1.S(Cl)([Cl:26])=O. Given the product [Cl:26][CH2:20][C:5]1[CH:6]=[CH:7][C:8]([O:9][C:10]2[CH:15]=[CH:14][CH:13]=[C:12]([C:16]([F:19])([F:18])[F:17])[CH:11]=2)=[C:3]([C:2]([F:23])([F:22])[F:1])[CH:4]=1, predict the reactants needed to synthesize it. (10) Given the product [NH2:1][C:2]1[C:10]2[CH2:9][CH2:8][N:7]([CH2:11][C:12]3[O:13][CH:14]=[CH:15][CH:16]=3)[C:6](=[O:17])[C:5]=2[N:4]([C:18](=[O:21])[CH2:26][CH2:27][N:29]2[CH2:34][CH2:33][N:32]([C:35]3[CH:40]=[CH:39][C:38]([CH3:41])=[CH:37][C:36]=3[CH3:42])[CH2:31][CH2:30]2)[N:3]=1, predict the reactants needed to synthesize it. The reactants are: [NH2:1][C:2]1[C:10]2[CH2:9][CH2:8][N:7]([CH2:11][C:12]3[O:13][CH:14]=[CH:15][CH:16]=3)[C:6](=[O:17])[C:5]=2[NH:4][N:3]=1.[C:18](=[O:21])([O-])[O-].[K+].[K+].ClC[CH2:26][C:27]([N:29]1[CH2:34][CH2:33][N:32]([C:35]2[CH:40]=[CH:39][C:38]([CH3:41])=[CH:37][C:36]=2[CH3:42])[CH2:31][CH2:30]1)=O.